This data is from Reaction yield outcomes from USPTO patents with 853,638 reactions. The task is: Predict the reaction yield, written as a fraction of the theoretical maximum amount of product (1.0 means a 100% yield; for example, 0.34 means a 34% yield). (1) The product is [OH:38][CH2:37][C@H:26]([NH:25][C:17](=[O:19])[C:16]1[CH:20]=[C:12]([C:9]2[O:10][C:11]3[C:3]([O:2][CH3:1])=[CH:4][CH:5]=[CH:6][C:7]=3[CH:8]=2)[CH:13]=[CH:14][C:15]=1[O:21][CH2:22][CH2:23][CH3:24])[CH2:27][C:28]1[C:36]2[C:31](=[CH:32][CH:33]=[CH:34][CH:35]=2)[NH:30][CH:29]=1. The yield is 0.320. The reactants are [CH3:1][O:2][C:3]1[C:11]2[O:10][C:9]([C:12]3[CH:13]=[CH:14][C:15]([O:21][CH2:22][CH2:23][CH3:24])=[C:16]([CH:20]=3)[C:17]([OH:19])=O)=[CH:8][C:7]=2[CH:6]=[CH:5][CH:4]=1.[NH2:25][C@@H:26]([CH2:37][OH:38])[CH2:27][C:28]1[C:36]2[C:31](=[CH:32][CH:33]=[CH:34][CH:35]=2)[NH:30][CH:29]=1. No catalyst specified. (2) The product is [CH2:40]([O:41][CH:4]([C:5]1[S:18][CH:32]=[C:33]([C:34]([OH:36])=[O:35])[N:7]=1)[CH3:8])[CH3:39]. The yield is 1.02. The catalyst is C(O)C. The reactants are [OH-].[K+].Br[CH:4]([CH3:8])[C:5]([NH2:7])=O.COC1C=CC(P2(=S)SP(=S)(C3C=CC(OC)=CC=3)[S:18]2)=CC=1.Br[CH2:32][C:33](=O)[C:34]([OH:36])=[O:35].C1C[O:41][CH2:40][CH2:39]1. (3) The reactants are [NH2:1][CH:2]1[CH2:7][CH2:6][N:5]([CH2:8][C:9]2[CH:14]=[CH:13][CH:12]=[CH:11][CH:10]=2)[CH2:4][CH2:3]1.C(N(CC)CC)C.[F:22][C:23]([F:34])([F:33])[C:24](O[C:24](=[O:25])[C:23]([F:34])([F:33])[F:22])=[O:25]. The catalyst is ClCCl. The product is [F:22][C:23]([F:34])([F:33])[C:24]([NH:1][CH:2]1[CH2:7][CH2:6][N:5]([CH2:8][C:9]2[CH:14]=[CH:13][CH:12]=[CH:11][CH:10]=2)[CH2:4][CH2:3]1)=[O:25]. The yield is 1.00. (4) The reactants are [N:1]([CH2:4][CH2:5][CH2:6][CH2:7][CH2:8][C:9]([OH:11])=O)=[N+:2]=[N-:3].C(Cl)(=O)C(Cl)=O.[NH2:18][C:19]1[CH:40]=[CH:39][C:22](/[CH:23]=[CH:24]/[C:25]2[C:29]([CH3:31])([CH3:30])[O:28][C:27](=[C:32]([C:35]#[N:36])[C:33]#[N:34])[C:26]=2[C:37]#[N:38])=[CH:21][CH:20]=1.C(N(CC)CC)C.N(CCCCCC(Cl)=O)=[N+]=[N-]. The catalyst is CN(C=O)C.C(Cl)Cl.O. The product is [N:1]([CH2:4][CH2:5][CH2:6][CH2:7][CH2:8][C:9]([NH:18][C:19]1[CH:20]=[CH:21][C:22](/[CH:23]=[CH:24]/[C:25]2[C:29]([CH3:31])([CH3:30])[O:28][C:27](=[C:32]([C:33]#[N:34])[C:35]#[N:36])[C:26]=2[C:37]#[N:38])=[CH:39][CH:40]=1)=[O:11])=[N+:2]=[N-:3]. The yield is 0.570.